Task: Predict the reactants needed to synthesize the given product.. Dataset: Retrosynthesis with 50K atom-mapped reactions and 10 reaction types from USPTO The reactants are: CC(C)(C)OC(=O)OC(=O)OC(C)(C)C.Cc1cccc(S(=O)(=O)N2CC(N)COc3ncc(NC(=O)C(F)(F)F)cc32)c1. Given the product Cc1cccc(S(=O)(=O)N2CC(NC(=O)OC(C)(C)C)COc3ncc(NC(=O)C(F)(F)F)cc32)c1, predict the reactants needed to synthesize it.